Dataset: Forward reaction prediction with 1.9M reactions from USPTO patents (1976-2016). Task: Predict the product of the given reaction. Given the reactants S(Cl)([Cl:3])=O.[NH:5]1[CH2:9][CH2:8][CH2:7][CH:6]1[C:10]([OH:12])=[O:11].[CH2:13](O)[C:14]1[CH:19]=[CH:18][CH:17]=[CH:16][CH:15]=1, predict the reaction product. The product is: [ClH:3].[CH2:13]([O:11][C:10]([CH:6]1[CH2:7][CH2:8][CH2:9][NH:5]1)=[O:12])[C:14]1[CH:19]=[CH:18][CH:17]=[CH:16][CH:15]=1.